Dataset: Full USPTO retrosynthesis dataset with 1.9M reactions from patents (1976-2016). Task: Predict the reactants needed to synthesize the given product. (1) Given the product [CH3:24][N:25]([CH3:26])[C:20]([C:18]1[N:19]=[C:15]([C:13](=[O:14])[CH2:12][CH2:11][CH2:10][CH2:9][CH2:8][CH2:7][C:1]2[CH:6]=[CH:5][CH:4]=[CH:3][CH:2]=2)[O:16][CH:17]=1)=[O:22], predict the reactants needed to synthesize it. The reactants are: [C:1]1([CH2:7][CH2:8][CH2:9][CH2:10][CH2:11][CH2:12][C:13]([C:15]2[O:16][CH:17]=[C:18]([C:20]([OH:22])=O)[N:19]=2)=[O:14])[CH:6]=[CH:5][CH:4]=[CH:3][CH:2]=1.Cl.[CH3:24][NH:25][CH3:26]. (2) Given the product [CH2:1]([C:5]1[O:9][C:8]([NH:10][C:11]2[CH:12]=[CH:13][C:14]([C:17]3[CH:22]=[CH:21][C:20]([C:23]45[CH2:28][CH2:27][C:26]([CH2:31][C:32]([OH:34])=[O:33])([CH2:29][CH2:30]4)[O:25][CH2:24]5)=[CH:19][CH:18]=3)=[CH:15][CH:16]=2)=[N:7][N:6]=1)[CH:2]([CH3:4])[CH3:3], predict the reactants needed to synthesize it. The reactants are: [CH2:1]([C:5]1[O:9][C:8]([NH:10][C:11]2[CH:16]=[CH:15][C:14]([C:17]3[CH:22]=[CH:21][C:20]([C:23]45[CH2:30][CH2:29][C:26]([CH2:31][C:32]([O:34]C)=[O:33])([CH2:27][CH2:28]4)[O:25][CH2:24]5)=[CH:19][CH:18]=3)=[CH:13][CH:12]=2)=[N:7][N:6]=1)[CH:2]([CH3:4])[CH3:3].[OH-].[Na+].